Predict the product of the given reaction. From a dataset of Forward reaction prediction with 1.9M reactions from USPTO patents (1976-2016). (1) Given the reactants [NH2:1][C:2]1[N:7]=[C:6](S(C)=O)[C:5]([C:11]#[N:12])=[C:4]([N:13]2[CH:17]=[CH:16][CH:15]=[N:14]2)[N:3]=1.Cl.Cl.[CH3:20][C:21]1[C:22]([CH2:28][NH2:29])=[N:23][CH:24]=[C:25]([CH3:27])[CH:26]=1.C1CCN2C(=NCCC2)CC1, predict the reaction product. The product is: [NH2:1][C:2]1[N:7]=[C:6]([NH:29][CH2:28][C:22]2[C:21]([CH3:20])=[CH:26][C:25]([CH3:27])=[CH:24][N:23]=2)[C:5]([C:11]#[N:12])=[C:4]([N:13]2[CH:17]=[CH:16][CH:15]=[N:14]2)[N:3]=1. (2) Given the reactants [Br:1][C:2]1[CH:23]=[CH:22][C:5]2[C:6]3[N:7]=[C:8](N4C(C)=NN(C)C4=O)[S:9][C:10]=3[CH2:11][CH2:12][O:13][C:4]=2[CH:3]=1.IC1C=CC2C3N=C(N4C(C)=NN(C)C4=O)SC=3CCOC=2C=1.[CH:47]([C:50]1[NH:51][C:52](=[O:56])[N:53]([CH3:55])[N:54]=1)([CH3:49])[CH3:48].C(=O)([O-])[O-].[K+].[K+], predict the reaction product. The product is: [Br:1][C:2]1[CH:23]=[CH:22][C:5]2[C:6]3[N:7]=[C:8]([N:51]4[C:50]([CH:47]([CH3:49])[CH3:48])=[N:54][N:53]([CH3:55])[C:52]4=[O:56])[S:9][C:10]=3[CH2:11][CH2:12][O:13][C:4]=2[CH:3]=1.